Predict the reactants needed to synthesize the given product. From a dataset of Full USPTO retrosynthesis dataset with 1.9M reactions from patents (1976-2016). Given the product [Cl:3][C:15]([C:7]1[C:6]([F:5])=[CH:11][C:10]([O:12][CH3:13])=[CH:9][C:8]=1[F:14])([CH3:20])[C:16]([F:19])([F:18])[F:17], predict the reactants needed to synthesize it. The reactants are: S(Cl)([Cl:3])=O.[F:5][C:6]1[CH:11]=[C:10]([O:12][CH3:13])[CH:9]=[C:8]([F:14])[C:7]=1[C:15](O)([CH3:20])[C:16]([F:19])([F:18])[F:17].N1C=CC=CC=1.